Dataset: Forward reaction prediction with 1.9M reactions from USPTO patents (1976-2016). Task: Predict the product of the given reaction. (1) The product is: [CH2:1]([O:8][C:9]([N:11]1[CH2:12][CH2:13][N:14]([CH2:17][C:18]2[CH:23]=[CH:22][C:21]([NH2:24])=[CH:20][C:19]=2[C:31]([F:34])([F:32])[F:33])[CH2:15][CH2:16]1)=[O:10])[C:2]1[CH:7]=[CH:6][CH:5]=[CH:4][CH:3]=1. Given the reactants [CH2:1]([O:8][C:9]([N:11]1[CH2:16][CH2:15][N:14]([CH2:17][C:18]2[CH:23]=[CH:22][C:21]([NH:24]C(=O)C(F)(F)F)=[CH:20][C:19]=2[C:31]([F:34])([F:33])[F:32])[CH2:13][CH2:12]1)=[O:10])[C:2]1[CH:7]=[CH:6][CH:5]=[CH:4][CH:3]=1.C([O-])([O-])=O.[K+].[K+], predict the reaction product. (2) Given the reactants [O:1]=[C:2]1[CH:8]([CH2:9][C:10]([O:12]C)=[O:11])[CH2:7][C:6]2[CH:14]=[CH:15][C:16]([O:18][CH2:19][CH2:20][CH2:21][N:22]([C:30]3[CH:35]=[CH:34][CH:33]=[CH:32][N:31]=3)[C:23](=[O:29])[CH2:24][C:25]([CH3:28])([CH3:27])[CH3:26])=[CH:17][C:5]=2[CH2:4][N:3]1[CH2:36][C:37]1[CH:42]=[CH:41][C:40]([C:43]([F:46])([F:45])[F:44])=[CH:39][CH:38]=1.N1C=CC=CC=1NCCCOC1C=CC2CC(CC(OCC)=O)C(=O)NCC=2C=1, predict the reaction product. The product is: [O:1]=[C:2]1[CH:8]([CH2:9][C:10]([OH:12])=[O:11])[CH2:7][C:6]2[CH:14]=[CH:15][C:16]([O:18][CH2:19][CH2:20][CH2:21][N:22]([C:30]3[CH:35]=[CH:34][CH:33]=[CH:32][N:31]=3)[C:23](=[O:29])[CH2:24][C:25]([CH3:28])([CH3:27])[CH3:26])=[CH:17][C:5]=2[CH2:4][N:3]1[CH2:36][C:37]1[CH:42]=[CH:41][C:40]([C:43]([F:46])([F:44])[F:45])=[CH:39][CH:38]=1.